From a dataset of Forward reaction prediction with 1.9M reactions from USPTO patents (1976-2016). Predict the product of the given reaction. (1) Given the reactants [NH2:1][C:2]1[CH:10]=[C:9]([O:11][CH3:12])[CH:8]=[CH:7][C:3]=1[C:4]([NH2:6])=O.[CH:13]1([C:19](Cl)=O)[CH2:18][CH2:17][CH2:16][CH2:15][CH2:14]1.[NH:22]1[CH2:26][CH2:25][CH2:24][CH2:23]1, predict the reaction product. The product is: [CH:13]1([C:19]2[N:6]=[C:4]([N:22]3[CH2:26][CH2:25][CH2:24][CH2:23]3)[C:3]3[C:2](=[CH:10][C:9]([O:11][CH3:12])=[CH:8][CH:7]=3)[N:1]=2)[CH2:18][CH2:17][CH2:16][CH2:15][CH2:14]1. (2) Given the reactants [H-].[Na+].[N:3]1[CH:8]=[CH:7][CH:6]=[CH:5][C:4]=1[C:9]([O:11]CC)=O.[C:14](#[N:16])[CH3:15].Cl, predict the reaction product. The product is: [O:11]=[C:9]([C:4]1[CH:5]=[CH:6][CH:7]=[CH:8][N:3]=1)[CH2:15][C:14]#[N:16]. (3) Given the reactants [Cl:1][C:2]1[CH:3]=[CH:4][C:5]([CH:12]=O)=[C:6]([CH:11]=1)[C:7]([O:9][CH3:10])=[O:8].[N:14]1([C:20]([O:22][C:23]([CH3:26])([CH3:25])[CH3:24])=[O:21])[CH2:19][CH2:18][NH:17][CH2:16][CH2:15]1.C(O[BH-](OC(=O)C)OC(=O)C)(=O)C.[Na+], predict the reaction product. The product is: [Cl:1][C:2]1[CH:3]=[CH:4][C:5]([CH2:12][N:17]2[CH2:16][CH2:15][N:14]([C:20]([O:22][C:23]([CH3:26])([CH3:25])[CH3:24])=[O:21])[CH2:19][CH2:18]2)=[C:6]([C:7]([O:9][CH3:10])=[O:8])[CH:11]=1. (4) Given the reactants [O:1]=[C:2]([NH:8][C:9]1[CH:10]=[C:11]([CH:17]=[CH:18][C:19]=1[F:20])[C:12]([NH:14][CH2:15][CH3:16])=[O:13])[CH2:3][C:4](=O)[CH2:5][CH3:6].[C:21]([O-])(=O)C.[Na+].C=O.Cl.[C:29]([NH:33][NH2:34])([CH3:32])([CH3:31])[CH3:30].C(=O)([O-])[O-].[Na+].[Na+], predict the reaction product. The product is: [CH3:30][C:29]([N:33]1[CH2:21][CH:3]([C:2]([NH:8][C:9]2[CH:10]=[C:11]([C:12]([NH:14][CH2:15][CH3:16])=[O:13])[CH:17]=[CH:18][C:19]=2[F:20])=[O:1])[C:4]([CH2:5][CH3:6])=[N:34]1)([CH3:32])[CH3:31]. (5) Given the reactants [F:1][C:2]1[CH:22]=[CH:21][C:5]([CH2:6][NH:7][C:8]([C:10]2[S:14][C:13]([C:15]3[NH:16][N:17]=[CH:18][CH:19]=3)=[N:12][C:11]=2[CH3:20])=[O:9])=[CH:4][CH:3]=1.Br[CH2:24][CH2:25][C:26]1[CH:31]=[CH:30][C:29]([O:32][CH3:33])=[CH:28][CH:27]=1, predict the reaction product. The product is: [F:1][C:2]1[CH:22]=[CH:21][C:5]([CH2:6][NH:7][C:8]([C:10]2[S:14][C:13]([C:15]3[CH:19]=[CH:18][N:17]([CH2:24][CH2:25][C:26]4[CH:31]=[CH:30][C:29]([O:32][CH3:33])=[CH:28][CH:27]=4)[N:16]=3)=[N:12][C:11]=2[CH3:20])=[O:9])=[CH:4][CH:3]=1. (6) Given the reactants I[C:2]1[CH:7]=[CH:6][C:5]([S:8]([NH:11][CH2:12][C:13]2[CH:27]=[CH:26][C:16]([C:17]([NH:19][C:20]3[CH:21]=[N:22][CH:23]=[CH:24][CH:25]=3)=[O:18])=[CH:15][CH:14]=2)(=[O:10])=[O:9])=[CH:4][CH:3]=1.[CH2:28]([OH:31])[C:29]#[CH:30], predict the reaction product. The product is: [OH:31][CH2:28][C:29]#[C:30][C:2]1[CH:7]=[CH:6][C:5]([S:8]([NH:11][CH2:12][C:13]2[CH:27]=[CH:26][C:16]([C:17]([NH:19][C:20]3[CH:21]=[N:22][CH:23]=[CH:24][CH:25]=3)=[O:18])=[CH:15][CH:14]=2)(=[O:10])=[O:9])=[CH:4][CH:3]=1. (7) Given the reactants [CH3:1][O:2][C:3]([C:5]1[N:6]([CH3:13])[CH:7]=[C:8]([N+:10]([O-])=O)[CH:9]=1)=[O:4].N1C=CC=C1.[CH3:19][N:20]1[CH:24]=[C:23]([NH:25][C:26]([O:28][CH2:29][CH2:30][S:31]([C:34]2[CH:39]=[CH:38][C:37]([C:40]([F:43])([F:42])[F:41])=[CH:36][CH:35]=2)(=[O:33])=[O:32])=[O:27])[N:22]=[C:21]1[C:44](O)=[O:45].CN(C(F)=[N+](C)C)C.F[P-](F)(F)(F)(F)F.C1C=CC2N(O)N=NC=2C=1.CCN(C(C)C)C(C)C, predict the reaction product. The product is: [CH3:1][O:2][C:3]([C:5]1[N:6]([CH3:13])[CH:7]=[C:8]([NH:10][C:44]([C:21]2[N:20]([CH3:19])[CH:24]=[C:23]([NH:25][C:26]([O:28][CH2:29][CH2:30][S:31]([C:34]3[CH:39]=[CH:38][C:37]([C:40]([F:43])([F:41])[F:42])=[CH:36][CH:35]=3)(=[O:32])=[O:33])=[O:27])[N:22]=2)=[O:45])[CH:9]=1)=[O:4]. (8) Given the reactants [CH3:1][O:2][C:3]1[CH:4]=[C:5]2[C:41](=[CH:42][C:43]=1[OH:44])[C:8]1[N:9]([CH2:33][O:34][CH2:35][CH2:36][Si:37]([CH3:40])([CH3:39])[CH3:38])[N:10]=[C:11]([C:12]3[CH:17]=[CH:16][C:15]([C:18]4[CH:23]=[CH:22][C:21]([O:24][CH2:25][O:26][CH2:27][CH2:28][Si:29]([CH3:32])([CH3:31])[CH3:30])=[CH:20][CH:19]=4)=[CH:14][CH:13]=3)[C:7]=1[CH2:6]2.[H-].[Na+].C1(N[S:54]([C:57]([F:60])([F:59])[F:58])(=[O:56])=[O:55])C=CC=CC=1, predict the reaction product. The product is: [F:58][C:57]([F:60])([F:59])[S:54]([O:44][C:43]1[CH:42]=[C:41]2[C:5]([CH2:6][C:7]3[C:11]([C:12]4[CH:17]=[CH:16][C:15]([C:18]5[CH:19]=[CH:20][C:21]([O:24][CH2:25][O:26][CH2:27][CH2:28][Si:29]([CH3:32])([CH3:31])[CH3:30])=[CH:22][CH:23]=5)=[CH:14][CH:13]=4)=[N:10][N:9]([CH2:33][O:34][CH2:35][CH2:36][Si:37]([CH3:40])([CH3:39])[CH3:38])[C:8]=32)=[CH:4][C:3]=1[O:2][CH3:1])(=[O:56])=[O:55].